Task: Predict the product of the given reaction.. Dataset: Forward reaction prediction with 1.9M reactions from USPTO patents (1976-2016) (1) Given the reactants Cl.[C:2]1([C@H:12]([NH:14][CH2:15][CH2:16][CH2:17][C:18]2[CH:19]=[C:20]([CH:26]=[CH:27][CH:28]=2)[C:21]([O:23]CC)=[O:22])[CH3:13])[C:11]2[C:6](=[CH:7][CH:8]=[CH:9][CH:10]=2)[CH:5]=[CH:4][CH:3]=1.[OH-].[K+].O.CO, predict the reaction product. The product is: [C:2]1([C@H:12]([NH:14][CH2:15][CH2:16][CH2:17][C:18]2[CH:19]=[C:20]([CH:26]=[CH:27][CH:28]=2)[C:21]([OH:23])=[O:22])[CH3:13])[C:11]2[C:6](=[CH:7][CH:8]=[CH:9][CH:10]=2)[CH:5]=[CH:4][CH:3]=1. (2) Given the reactants C([O:4][C@@H:5]([CH3:52])[C:6]([N:8]([CH2:35][C@H:36]1[C@@H:40]([F:41])[CH2:39][N:38](C(OCC2C=CC=CC=2)=O)[CH2:37]1)[C@@H:9]([C:14]1[N:18]([CH2:19][C:20]2[CH:25]=[CH:24][CH:23]=[C:22]([F:26])[CH:21]=2)[N:17]=[C:16]([C:27]2[CH:32]=[C:31]([F:33])[CH:30]=[CH:29][C:28]=2[F:34])[N:15]=1)[C:10]([CH3:13])([CH3:12])[CH3:11])=[O:7])(=O)C.C(=O)([O-])[O-].[K+].[K+], predict the reaction product. The product is: [F:34][C:28]1[CH:29]=[CH:30][C:31]([F:33])=[CH:32][C:27]=1[C:16]1[N:15]=[C:14]([C@H:9]([N:8]([CH2:35][C@H:36]2[C@@H:40]([F:41])[CH2:39][NH:38][CH2:37]2)[C:6](=[O:7])[C@@H:5]([OH:4])[CH3:52])[C:10]([CH3:11])([CH3:12])[CH3:13])[N:18]([CH2:19][C:20]2[CH:25]=[CH:24][CH:23]=[C:22]([F:26])[CH:21]=2)[N:17]=1. (3) The product is: [CH2:1]([O:3][C:4]([C:6]1[N:7]([CH3:20])[CH:8]=[C:9]([C:18]#[N:19])[C:10]=1[C:11]1[CH:16]=[CH:15][C:14]([Br:17])=[CH:13][CH:12]=1)=[O:5])[CH3:2]. Given the reactants [CH2:1]([O:3][C:4]([C:6]1[NH:7][CH:8]=[C:9]([C:18]#[N:19])[C:10]=1[C:11]1[CH:16]=[CH:15][C:14]([Br:17])=[CH:13][CH:12]=1)=[O:5])[CH3:2].[C:20]([O-])([O-])=O.[K+].[K+].IC.O, predict the reaction product. (4) Given the reactants [C:1]([NH:5][C:6]1[C:7]([CH:25]=[O:26])=[N:8][C:9]2[C:14]([N:15]=1)=[C:13](B1OC(C)(C)C(C)(C)O1)[CH:12]=[CH:11][CH:10]=2)([CH3:4])([CH3:3])[CH3:2].CC1(C)C(C)(C)OB([C:35]2[NH:43][C:42]3[CH2:41][CH2:40][NH:39][C:38](=[O:44])[C:37]=3[CH:36]=2)O1.CC(C1C=C(C(C)C)C(C2C=CC=CC=2P(C2CCCCC2)C2CCCCC2)=C(C(C)C)C=1)C.CO.C(Cl)Cl, predict the reaction product. The product is: [C:1]([NH:5][C:6]1[C:7]([CH:25]=[O:26])=[N:8][C:9]2[C:14]([N:15]=1)=[C:13]([C:35]1[NH:43][C:42]3[CH2:41][CH2:40][NH:39][C:38](=[O:44])[C:37]=3[CH:36]=1)[CH:12]=[CH:11][CH:10]=2)([CH3:2])([CH3:3])[CH3:4]. (5) The product is: [CH3:1][O:2][C:3]([C:4]1([O:8][C:9]2[CH:10]=[N:11][C:12]([O:15][CH2:16][C:17]3[CH:22]=[CH:21][CH:20]=[CH:19][CH:18]=3)=[CH:13][CH:14]=2)[CH2:6][CH2:5]1)=[O:23]. Given the reactants [CH3:1][O:2][C:3](=[O:23])[CH:4]([O:8][C:9]1[CH:10]=[N:11][C:12]([O:15][CH2:16][C:17]2[CH:22]=[CH:21][CH:20]=[CH:19][CH:18]=2)=[CH:13][CH:14]=1)[CH2:5][CH2:6]Br.CC(C)([O-])C.[K+], predict the reaction product. (6) Given the reactants [Br:1][C:2]1[CH:7]=[CH:6][C:5]([C:8]2[CH:13]=[CH:12][C:11]([OH:14])=[CH:10][CH:9]=2)=[CH:4][CH:3]=1.[CH3:15][N:16]([C:20]1[CH:25]=[CH:24][CH:23]=[CH:22][CH:21]=1)[C:17](Cl)=[O:18], predict the reaction product. The product is: [Br:1][C:2]1[CH:3]=[CH:4][C:5]([C:8]2[CH:13]=[CH:12][C:11]([O:14][C:17](=[O:18])[N:16]([CH3:15])[C:20]3[CH:25]=[CH:24][CH:23]=[CH:22][CH:21]=3)=[CH:10][CH:9]=2)=[CH:6][CH:7]=1. (7) Given the reactants [Cl:1][C:2]1[CH:3]=[C:4]2[N:25]=[C:24]([O:26][C@H:27]3[C@H:31]4[O:32][CH2:33][C@@H:34]([OH:35])[C@H:30]4[O:29][CH2:28]3)[N:23]([CH2:36][O:37][CH2:38][CH2:39][Si:40]([CH3:43])([CH3:42])[CH3:41])[C:5]2=[N:6][C:7]=1[C:8]1[CH:13]=[CH:12][C:11](B2OC(C)(C)C(C)(C)O2)=[CH:10][CH:9]=1.Br[C:45]1[CH:50]=[CH:49][C:48]([S:51]([N:60]([CH3:62])[CH3:61])(=[O:59])=[N:52][C:53](=[O:58])[C:54]([F:57])([F:56])[F:55])=[CH:47][CH:46]=1, predict the reaction product. The product is: [OH:35][C@H:34]1[C@H:30]2[O:29][CH2:28][C@@H:27]([O:26][C:24]3[N:23]([CH2:36][O:37][CH2:38][CH2:39][Si:40]([CH3:41])([CH3:43])[CH3:42])[C:5]4=[N:6][C:7]([C:8]5[CH:13]=[CH:12][C:11]([C:45]6[CH:46]=[CH:47][C:48]([S:51]([N:60]([CH3:62])[CH3:61])(=[O:59])=[N:52][C:53](=[O:58])[C:54]([F:56])([F:55])[F:57])=[CH:49][CH:50]=6)=[CH:10][CH:9]=5)=[C:2]([Cl:1])[CH:3]=[C:4]4[N:25]=3)[C@H:31]2[O:32][CH2:33]1. (8) Given the reactants N1C[CH:3]([CH2:5][N:6]2[CH:10]=[C:9]([C:11]3[C:19]4[C:14](=[CH:15][C:16]([F:20])=[CH:17][CH:18]=4)[NH:13][CH:12]=3)[CH:8]=[N:7]2)C1.CN(C([O:28]N1N=NC2C=CC=NC1=2)=[N+](C)C)C.F[P-](F)(F)(F)(F)F.CC[N:47]([CH2:50]C)CC.CN, predict the reaction product. The product is: [F:20][C:16]1[CH:15]=[C:14]2[C:19]([C:11]([C:9]3[CH:8]=[N:7][N:6]([CH2:5][C:3]([NH:47][CH3:50])=[O:28])[CH:10]=3)=[CH:12][NH:13]2)=[CH:18][CH:17]=1. (9) Given the reactants [C:1]([O:5][C:6]([N:8]1[CH2:13][CH2:12][CH:11]([C:14]([OH:16])=O)[CH2:10][CH2:9]1)=[O:7])([CH3:4])([CH3:3])[CH3:2].ON1C2C=CC=CC=2N=N1.CN1CCOCC1.Cl.CN(C)CCCN=C=N.O[N:45]=[C:46]([NH2:48])[CH3:47], predict the reaction product. The product is: [CH3:47][C:46]1[N:48]=[C:14]([CH:11]2[CH2:10][CH2:9][N:8]([C:6]([O:5][C:1]([CH3:2])([CH3:3])[CH3:4])=[O:7])[CH2:13][CH2:12]2)[O:16][N:45]=1. (10) Given the reactants [CH3:1][CH:2]1[CH2:7][C:6](=[O:8])[CH2:5][CH2:4][N:3]1[C:9]([O:11][C:12]([CH3:15])([CH3:14])[CH3:13])=[O:10].[BH4-].[Na+], predict the reaction product. The product is: [OH:8][CH:6]1[CH2:5][CH2:4][N:3]([C:9]([O:11][C:12]([CH3:15])([CH3:14])[CH3:13])=[O:10])[CH:2]([CH3:1])[CH2:7]1.